From a dataset of Catalyst prediction with 721,799 reactions and 888 catalyst types from USPTO. Predict which catalyst facilitates the given reaction. (1) Reactant: [F:1][C:2]1[C:10]2[O:9][C:8]([C:11]3([OH:24])[CH2:16][CH2:15][N:14]([C:17]([O:19][C:20]([CH3:23])([CH3:22])[CH3:21])=[O:18])[CH2:13][CH2:12]3)=[CH:7][C:6]=2[CH:5]=[CH:4][CH:3]=1. Product: [F:1][C:2]1[C:10]2[O:9][CH:8]([C:11]3([OH:24])[CH2:16][CH2:15][N:14]([C:17]([O:19][C:20]([CH3:22])([CH3:21])[CH3:23])=[O:18])[CH2:13][CH2:12]3)[CH2:7][C:6]=2[CH:5]=[CH:4][CH:3]=1. The catalyst class is: 50. (2) Reactant: [CH2:1]([O:3][C:4](=[O:23])[C:5]1[CH:10]=[CH:9][CH:8]=[C:7]([S:11][C:12]2[C:20]3[C:15](=[CH:16][C:17]([Cl:21])=[CH:18][CH:19]=3)[NH:14][C:13]=2[CH3:22])[CH:6]=1)[CH3:2].C(=O)([O-])[O-].[K+].[K+].Br[C:31]1[CH:32]=[N:33][S:34][CH:35]=1. Product: [CH2:1]([O:3][C:4](=[O:23])[C:5]1[CH:10]=[CH:9][CH:8]=[C:7]([S:11][C:12]2[C:20]3[C:15](=[CH:16][C:17]([Cl:21])=[CH:18][CH:19]=3)[N:14]([C:31]3[CH:32]=[N:33][S:34][CH:35]=3)[C:13]=2[CH3:22])[CH:6]=1)[CH3:2]. The catalyst class is: 17. (3) Reactant: [CH3:1][NH:2][C:3]1[CH:8]=[CH:7][CH:6]=[CH:5][N:4]=1.C(N(CC)CC)C.[Cl:16][C:17]1[N:22]=[CH:21][C:20]([S:23](Cl)(=[O:25])=[O:24])=[CH:19][CH:18]=1. The catalyst class is: 2. Product: [Cl:16][C:17]1[N:22]=[CH:21][C:20]([S:23]([N:2]([CH3:1])[C:3]2[CH:8]=[CH:7][CH:6]=[CH:5][N:4]=2)(=[O:25])=[O:24])=[CH:19][CH:18]=1. (4) Reactant: Cl.[NH:2]1[CH2:5][CH:4]([C:6]2[NH:10][N:9]=[C:8]([C:11]3[CH:16]=[CH:15][CH:14]=[CH:13][N:12]=3)[N:7]=2)[CH2:3]1.C(N(CC)CC)C.[C:24]1([C:30]2[C:31]([C:39]3[CH:46]=[CH:45][C:42]([CH:43]=O)=[CH:41][CH:40]=3)=[N:32][C:33]3[N:34]([CH:36]=[CH:37][N:38]=3)[CH:35]=2)[CH:29]=[CH:28][CH:27]=[CH:26][CH:25]=1.C(O)(=O)C.[BH-](OC(C)=O)(OC(C)=O)OC(C)=O.[Na+]. Product: [C:24]1([C:30]2[C:31]([C:39]3[CH:40]=[CH:41][C:42]([CH2:43][N:2]4[CH2:5][CH:4]([C:6]5[N:7]=[C:8]([C:11]6[CH:16]=[CH:15][CH:14]=[CH:13][N:12]=6)[NH:9][N:10]=5)[CH2:3]4)=[CH:45][CH:46]=3)=[N:32][C:33]3[N:34]([CH:36]=[CH:37][N:38]=3)[CH:35]=2)[CH:29]=[CH:28][CH:27]=[CH:26][CH:25]=1. The catalyst class is: 475. (5) Reactant: [C:1]([N:4]([CH2:11][C:12]1[CH:17]=[CH:16][C:15]([C@@H:18]2[CH2:23][CH2:22][CH2:21][CH2:20][C@H:19]2[C:24]([O:26]C(C)(C)C)=[O:25])=[CH:14][CH:13]=1)[C:5]1[CH:10]=[CH:9][CH:8]=[CH:7][N:6]=1)(=[O:3])[CH3:2].[OH-].[Na+]. Product: [C:1]([N:4]([CH2:11][C:12]1[CH:13]=[CH:14][C:15]([C@@H:18]2[CH2:23][CH2:22][CH2:21][CH2:20][C@H:19]2[C:24]([OH:26])=[O:25])=[CH:16][CH:17]=1)[C:5]1[CH:10]=[CH:9][CH:8]=[CH:7][N:6]=1)(=[O:3])[CH3:2]. The catalyst class is: 281.